Dataset: Reaction yield outcomes from USPTO patents with 853,638 reactions. Task: Predict the reaction yield, written as a fraction of the theoretical maximum amount of product (1.0 means a 100% yield; for example, 0.34 means a 34% yield). (1) The reactants are [F:1][C:2]1[C:3]([N+:9]([O-:11])=[O:10])=[C:4]([CH:6]=[CH:7][CH:8]=1)[NH2:5].[Br:12]N1C(=O)CCC1=O. The catalyst is CN(C=O)C.CCOC(C)=O. The product is [Br:12][C:8]1[CH:7]=[CH:6][C:4]([NH2:5])=[C:3]([N+:9]([O-:11])=[O:10])[C:2]=1[F:1]. The yield is 0.970. (2) The reactants are [Cl:1][C:2]1[CH:3]=[C:4]([CH:19]=[C:20]([Cl:22])[CH:21]=1)[CH2:5][O:6][C:7]1[CH:15]=[CH:14][CH:13]=[C:9]([C:10]([OH:12])=O)[C:8]=1[C:16]([OH:18])=O.Cl.[NH2:24][CH:25]1[CH2:31][CH2:30][C:29](=[O:32])[NH:28][C:26]1=[O:27]. The catalyst is N1C=CC=CC=1. The product is [Cl:22][C:20]1[CH:19]=[C:4]([CH:3]=[C:2]([Cl:1])[CH:21]=1)[CH2:5][O:6][C:7]1[CH:15]=[CH:14][CH:13]=[C:9]2[C:8]=1[C:16](=[O:18])[N:24]([CH:25]1[CH2:31][CH2:30][C:29](=[O:32])[NH:28][C:26]1=[O:27])[C:10]2=[O:12]. The yield is 0.840. (3) The product is [C:9]1([C:2]2[CH:7]=[C:6]([NH2:8])[CH:5]=[CH:4][N:3]=2)[CH:14]=[CH:13][CH:12]=[CH:11][CH:10]=1. The catalyst is C1(C)C=CC=CC=1.C1C=CC([P]([Pd]([P](C2C=CC=CC=2)(C2C=CC=CC=2)C2C=CC=CC=2)([P](C2C=CC=CC=2)(C2C=CC=CC=2)C2C=CC=CC=2)[P](C2C=CC=CC=2)(C2C=CC=CC=2)C2C=CC=CC=2)(C2C=CC=CC=2)C2C=CC=CC=2)=CC=1. The yield is 0.870. The reactants are Cl[C:2]1[CH:7]=[C:6]([NH2:8])[CH:5]=[CH:4][N:3]=1.[C:9]1(B(O)O)[CH:14]=[CH:13][CH:12]=[CH:11][CH:10]=1.C(=O)([O-])[O-].[Na+].[Na+]. (4) The reactants are C(OC(=O)[NH:7][C@H:8]1[CH2:13][CH2:12][C@H:11]([O:14][CH3:15])[CH2:10][CH2:9]1)(C)(C)C.C([Cl:20])(=O)C. The catalyst is C(O)C. The product is [ClH:20].[CH3:15][O:14][C@H:11]1[CH2:12][CH2:13][C@H:8]([NH2:7])[CH2:9][CH2:10]1. The yield is 0.950. (5) The reactants are [O:1]1[C@H:6]2[CH2:7][NH:8][CH2:9][C@H:5]2[O:4][CH2:3][CH2:2]1.Br[CH2:11][CH:12]([O:16][CH2:17][CH3:18])[O:13][CH2:14][CH3:15].C(N(C(C)C)CC)(C)C.O. The catalyst is CN(C=O)C. The product is [CH2:14]([O:13][CH:12]([O:16][CH2:17][CH3:18])[CH2:11][N:8]1[CH2:7][C@H:6]2[O:1][CH2:2][CH2:3][O:4][C@H:5]2[CH2:9]1)[CH3:15]. The yield is 0.371. (6) The reactants are [NH:1]1[C:9]2[C:4](=[CH:5][CH:6]=[CH:7][CH:8]=2)[CH:3]=[CH:2]1.[C:10](OC)(=O)C(OC)=O.CC(C)([O-])C.[K+]. The catalyst is CN(C=O)C.O. The product is [CH3:10][N:1]1[C:9]2[C:4](=[CH:5][CH:6]=[CH:7][CH:8]=2)[CH:3]=[CH:2]1. The yield is 0.960. (7) The reactants are Br[C:2]1[CH:7]=[CH:6][C:5]([C:8]([F:11])([F:10])[F:9])=[CH:4][C:3]=1[CH2:12][CH2:13][C:14]([OH:16])=O.C([Li])CCC. The catalyst is C1COCC1.CCCCCC. The product is [F:11][C:8]([F:9])([F:10])[C:5]1[CH:4]=[C:3]2[C:2](=[CH:7][CH:6]=1)[C:14](=[O:16])[CH2:13][CH2:12]2. The yield is 0.370. (8) The reactants are Cl[C:2]1[N:3]=[N:4][C:5]([C:8]2[CH:13]=[CH:12][C:11]([O:14][C:15]([F:18])([F:17])[F:16])=[CH:10][CH:9]=2)=[CH:6][CH:7]=1.[NH2:19][C:20]1[CH:25]=[CH:24][C:23](B(O)O)=[CH:22][CH:21]=1.C([O-])([O-])=O.[K+].[K+]. The catalyst is O1CCOCC1.CCOCC.Cl[Pd](Cl)([P](C1C=CC=CC=1)(C1C=CC=CC=1)C1C=CC=CC=1)[P](C1C=CC=CC=1)(C1C=CC=CC=1)C1C=CC=CC=1. The product is [F:16][C:15]([F:18])([F:17])[O:14][C:11]1[CH:12]=[CH:13][C:8]([C:5]2[N:4]=[N:3][C:2]([C:23]3[CH:24]=[CH:25][C:20]([NH2:19])=[CH:21][CH:22]=3)=[CH:7][CH:6]=2)=[CH:9][CH:10]=1. The yield is 0.560. (9) The reactants are Br[C:2]1[CH:7]=[CH:6][C:5]([C:8](=[O:19])[CH2:9][C:10]2([C:15]([O:17][CH3:18])=[O:16])[CH2:14][CH2:13][CH2:12][CH2:11]2)=[CH:4][CH:3]=1.[N+:20]([C:23]1[CH:28]=[CH:27][C:26](B(O)O)=[CH:25][CH:24]=1)([O-:22])=[O:21].C1(C)C=CC=CC=1.C(=O)([O-])[O-].[Na+].[Na+]. The catalyst is C(OCC)(=O)C.[Cl-].[Na+].O1CCOCC1. The product is [N+:20]([C:23]1[CH:28]=[CH:27][C:26]([C:2]2[CH:7]=[CH:6][C:5]([C:8](=[O:19])[CH2:9][C:10]3([C:15]([O:17][CH3:18])=[O:16])[CH2:14][CH2:13][CH2:12][CH2:11]3)=[CH:4][CH:3]=2)=[CH:25][CH:24]=1)([O-:22])=[O:21]. The yield is 0.930.